Dataset: Catalyst prediction with 721,799 reactions and 888 catalyst types from USPTO. Task: Predict which catalyst facilitates the given reaction. (1) Reactant: F[C:2]1[CH:7]=[C:6]([C:8]2[N:9]([CH3:22])[C:10]([S:20][CH3:21])=[N:11][C:12]=2[C:13]2[CH:18]=[CH:17][C:16]([F:19])=[CH:15][CH:14]=2)[CH:5]=[CH:4][N:3]=1.[NH2:23][CH:24]1[CH2:29][CH2:28][CH2:27][CH2:26][CH:25]1[OH:30]. Product: [F:19][C:16]1[CH:17]=[CH:18][C:13]([C:12]2[N:11]=[C:10]([S:20][CH3:21])[N:9]([CH3:22])[C:8]=2[C:6]2[CH:5]=[CH:4][N:3]=[C:2]([NH:23][CH:24]3[CH2:29][CH2:28][CH2:27][CH2:26][CH:25]3[OH:30])[CH:7]=2)=[CH:14][CH:15]=1. The catalyst class is: 13. (2) Reactant: [Cl:1][C:2]1[NH:10][C:9]2[C:8](=[O:11])[N:7]([CH2:12][CH2:13][CH2:14][C:15]([O:17]CC)=O)[C:6](=[O:20])[N:5]([CH2:21][CH2:22][CH2:23][CH2:24][CH3:25])[C:4]=2[N:3]=1.O[NH:27][C:28](=[NH:37])[CH:29]([C:31]1[CH:36]=[CH:35][CH:34]=[CH:33][CH:32]=1)[CH3:30].CC[O-].[Na+]. Product: [Cl:1][C:2]1[NH:10][C:9]2[C:8](=[O:11])[N:7]([CH2:12][CH2:13][CH2:14][C:15]3[O:17][N:37]=[C:28]([CH:29]([C:31]4[CH:36]=[CH:35][CH:34]=[CH:33][CH:32]=4)[CH3:30])[N:27]=3)[C:6](=[O:20])[N:5]([CH2:21][CH2:22][CH2:23][CH2:24][CH3:25])[C:4]=2[N:3]=1. The catalyst class is: 14. (3) Reactant: C([O:3][C:4](=[O:27])[CH2:5][CH:6]1[O:10][B:9]([OH:11])[C:8]2[CH:12]=[C:13]([O:17][C:18]3[CH:23]=[N:22][C:21]([C:24](=[O:26])[NH2:25])=[CH:20][N:19]=3)[CH:14]=[C:15]([CH3:16])[C:7]1=2)C.[Li+].[OH-]. Product: [C:24]([C:21]1[N:22]=[CH:23][C:18]([O:17][C:13]2[CH:14]=[C:15]([CH3:16])[C:7]3[CH:6]([CH2:5][C:4]([OH:27])=[O:3])[O:10][B:9]([OH:11])[C:8]=3[CH:12]=2)=[N:19][CH:20]=1)(=[O:26])[NH2:25]. The catalyst class is: 20. (4) Reactant: [C:1]([C:5]1[N:10]=[C:9]([N:11]2[CH2:16][CH2:15][N:14]([CH2:17][CH2:18][CH2:19][CH2:20][NH2:21])[CH2:13][CH2:12]2)[CH:8]=[C:7]([C:22]([F:25])([F:24])[F:23])[N:6]=1)([CH3:4])([CH3:3])[CH3:2].C1N=CN([C:31](N2C=NC=C2)=[O:32])C=1.[CH:38]1([N:41]2[CH2:46][CH2:45][NH:44][CH2:43][CH2:42]2)[CH2:40][CH2:39]1. Product: [C:1]([C:5]1[N:10]=[C:9]([N:11]2[CH2:16][CH2:15][N:14]([CH2:17][CH2:18][CH2:19][CH2:20][NH:21][C:31]([N:44]3[CH2:45][CH2:46][N:41]([CH:38]4[CH2:40][CH2:39]4)[CH2:42][CH2:43]3)=[O:32])[CH2:13][CH2:12]2)[CH:8]=[C:7]([C:22]([F:24])([F:25])[F:23])[N:6]=1)([CH3:4])([CH3:2])[CH3:3]. The catalyst class is: 147. (5) Reactant: [F:1][C:2]1[CH:3]=[CH:4][CH:5]=[C:6]2[C:15]=1[C:14]([F:16])=[C:13]1[C:8]([CH2:9][CH:10]([CH3:17])[CH2:11][O:12]1)=[CH:7]2.[CH2:18]([Li])[CH2:19][CH2:20]C.CC(C)([O-])C.[K+].C(Br)CC. Product: [F:1][C:2]1[C:3]([CH2:18][CH2:19][CH3:20])=[CH:4][CH:5]=[C:6]2[C:15]=1[C:14]([F:16])=[C:13]1[C:8]([CH2:9][CH:10]([CH3:17])[CH2:11][O:12]1)=[CH:7]2. The catalyst class is: 7. (6) Reactant: Cl[CH2:2][C:3]([NH:5][C:6]1[CH:11]=[CH:10][CH:9]=[C:8]([C:12]2[CH:21]=[N:20][C:19]3[C:14](=[CH:15][CH:16]=[CH:17][CH:18]=3)[N:13]=2)[CH:7]=1)=[O:4].C([O-])([O-])=O.[K+].[K+].[NH:28]1[CH2:33][CH2:32][CH2:31][CH2:30][CH2:29]1.C(OCC)(=O)C. Product: [N:28]1([CH2:2][C:3]([NH:5][C:6]2[CH:11]=[CH:10][CH:9]=[C:8]([C:12]3[CH:21]=[N:20][C:19]4[C:14](=[CH:15][CH:16]=[CH:17][CH:18]=4)[N:13]=3)[CH:7]=2)=[O:4])[CH2:33][CH2:32][CH2:31][CH2:30][CH2:29]1. The catalyst class is: 23.